This data is from Blood-brain barrier permeability classification from the B3DB database. The task is: Regression/Classification. Given a drug SMILES string, predict its absorption, distribution, metabolism, or excretion properties. Task type varies by dataset: regression for continuous measurements (e.g., permeability, clearance, half-life) or binary classification for categorical outcomes (e.g., BBB penetration, CYP inhibition). Dataset: b3db_classification. (1) The drug is O=C1CC[C@]2(O)[C@@H]3Cc4ccc(O)c5c4[C@]2(CCN3CC2CC2)[C@@H]1O5. The result is 1 (penetrates BBB). (2) The molecule is NS(=O)(=O)c1ccc(N2C(=O)C[C@H](c3ccccc3)C2=O)c(Cl)c1. The result is 1 (penetrates BBB). (3) The drug is CC1C2Cc3ccc(O)cc3C1(C)CCN2CCc1ccccc1. The result is 1 (penetrates BBB). (4) The molecule is O=[N+]([O-])O[C@@H]1CO[C@@H]2[C@@H]1OC[C@H]2O[N+](=O)[O-]. The result is 1 (penetrates BBB). (5) The molecule is CN1CC[C@@]2(C)C[C@H](Cc3ccc(O)cc32)C1. The result is 1 (penetrates BBB). (6) The molecule is CN(C(=O)Cc1ccc(Cl)c(Cl)c1)[C@H]1CCCC[C@H]1N1CCCC1. The result is 1 (penetrates BBB). (7) The drug is CCC[C@H]1O[C@@]1(CC)C(N)=O. The result is 1 (penetrates BBB).